Dataset: Reaction yield outcomes from USPTO patents with 853,638 reactions. Task: Predict the reaction yield, written as a fraction of the theoretical maximum amount of product (1.0 means a 100% yield; for example, 0.34 means a 34% yield). The reactants are [CH2:1]([N:5]([CH2:29][CH2:30][CH2:31][CH3:32])[C:6]1[CH:11]=[CH:10][C:9]([CH:12]=[CH:13][C:14]2[S:18][C:17]([CH:19]=[O:20])=[CH:16][CH:15]=2)=[C:8]([O:21][Si](C(C)(C)C)(C)C)[CH:7]=1)[CH2:2][CH2:3][CH3:4].[F-].C([N+](CCCC)(CCCC)CCCC)CCC.O.C(OCC)(=O)C. The catalyst is O1CCCC1. The product is [CH2:29]([N:5]([CH2:1][CH2:2][CH2:3][CH3:4])[C:6]1[CH:11]=[CH:10][C:9]([CH:12]=[CH:13][C:14]2[S:18][C:17]([CH:19]=[O:20])=[CH:16][CH:15]=2)=[C:8]([OH:21])[CH:7]=1)[CH2:30][CH2:31][CH3:32]. The yield is 0.899.